From a dataset of Forward reaction prediction with 1.9M reactions from USPTO patents (1976-2016). Predict the product of the given reaction. (1) Given the reactants [CH3:1][O:2][C:3]([C:5]1[CH:6]=[C:7]2[C:11](=[CH:12][CH:13]=1)[CH2:10][CH2:9][C@H:8]2[NH2:14])=[O:4].[F:15][C:16]([F:27])([F:26])[C:17](O[C:17](=[O:18])[C:16]([F:27])([F:26])[F:15])=[O:18], predict the reaction product. The product is: [F:15][C:16]([F:27])([F:26])[C:17]([NH:14][C@H:8]1[C:7]2[C:11](=[CH:12][CH:13]=[C:5]([C:3]([O:2][CH3:1])=[O:4])[CH:6]=2)[CH2:10][CH2:9]1)=[O:18]. (2) Given the reactants C([Sn](CCCC)(CCCC)[C:6]1[CH:11]=[CH:10][C:9]([OH:12])=[CH:8][CH:7]=1)CCC.C([O-])([O-])=O.[K+].[K+].[Cl:27][C:28]1[CH:36]=[CH:35][CH:34]=[CH:33][C:29]=1[C:30](Cl)=[O:31], predict the reaction product. The product is: [Cl:27][C:28]1[CH:36]=[CH:35][CH:34]=[CH:33][C:29]=1[C:30]([C:6]1[CH:7]=[CH:8][C:9]([OH:12])=[CH:10][CH:11]=1)=[O:31]. (3) The product is: [F:13][CH2:14][C:15]1[N:16]([C:40]2[CH:41]=[CH:42][C:43]([O:46][CH3:47])=[CH:44][CH:45]=2)[C:17](=[O:39])[C:18]([CH2:24][C:25]2[CH:26]=[CH:27][C:28]([C:31]3[CH:36]=[CH:35][CH:34]=[CH:33][C:32]=3[C:37]3[NH:3][C:4](=[O:7])[O:5][N:38]=3)=[CH:29][CH:30]=2)=[C:19]([CH2:21][CH2:22][CH3:23])[N:20]=1. Given the reactants [Cl-].O[NH3+:3].[C:4](=[O:7])([O-])[OH:5].[Na+].CS(C)=O.[F:13][CH2:14][C:15]1[N:16]([C:40]2[CH:45]=[CH:44][C:43]([O:46][CH3:47])=[CH:42][CH:41]=2)[C:17](=[O:39])[C:18]([CH2:24][C:25]2[CH:30]=[CH:29][C:28]([C:31]3[C:32]([C:37]#[N:38])=[CH:33][CH:34]=[CH:35][CH:36]=3)=[CH:27][CH:26]=2)=[C:19]([CH2:21][CH2:22][CH3:23])[N:20]=1, predict the reaction product. (4) Given the reactants [CH:1]([Mg]Br)([CH3:3])[CH3:2].[N:6]1[CH:11]=[CH:10][CH:9]=[C:8]([CH:12]=[O:13])[CH:7]=1, predict the reaction product. The product is: [OH:13][CH:12]([C:8]1[CH:7]=[N:6][CH:11]=[CH:10][CH:9]=1)[CH:1]([CH3:3])[CH3:2]. (5) Given the reactants [CH3:1][O:2][C:3]1[CH:10]=[CH:9][C:6]([CH2:7][NH2:8])=[CH:5][CH:4]=1.C(N(CC)CC)C.[F:18][C:19]1[CH:24]=[C:23]([S:25][C:26]([F:29])([F:28])[F:27])[CH:22]=[CH:21][C:20]=1[N:30]([CH3:34])[C:31](Cl)=[O:32], predict the reaction product. The product is: [F:18][C:19]1[CH:24]=[C:23]([S:25][C:26]([F:29])([F:28])[F:27])[CH:22]=[CH:21][C:20]=1[N:30]([CH3:34])[C:31]([NH:8][CH2:7][C:6]1[CH:9]=[CH:10][C:3]([O:2][CH3:1])=[CH:4][CH:5]=1)=[O:32]. (6) Given the reactants Br[C:2]1[CH:10]=[CH:9][C:8]2[C:4](=[C:5]([CH3:12])[N:6]([CH3:11])[N:7]=2)[C:3]=1[C:13]([O:15][CH3:16])=[O:14].C1(P(C2C=CC=CC=2)C2C=CC=CC=2)C=CC=CC=1.C(=O)([O-])[O-].[K+].[K+].[C:42]([O:46][CH3:47])(=[O:45])[CH:43]=[CH2:44], predict the reaction product. The product is: [CH3:47][O:46][C:42](=[O:45])/[CH:43]=[CH:44]/[C:2]1[CH:10]=[CH:9][C:8]2[C:4](=[C:5]([CH3:12])[N:6]([CH3:11])[N:7]=2)[C:3]=1[C:13]([O:15][CH3:16])=[O:14]. (7) Given the reactants [C:1]([Si:5](Cl)([CH3:7])[CH3:6])([CH3:4])([CH3:3])[CH3:2].CCN(CC)CC.[CH2:16]1[O:18][C@H:17]1[CH2:19][OH:20], predict the reaction product. The product is: [C:1]([Si:5]([CH3:7])([CH3:6])[O:20][CH2:19][C@H:17]1[CH2:16][O:18]1)([CH3:4])([CH3:3])[CH3:2].